Dataset: Experimentally validated miRNA-target interactions with 360,000+ pairs, plus equal number of negative samples. Task: Binary Classification. Given a miRNA mature sequence and a target amino acid sequence, predict their likelihood of interaction. (1) The miRNA is dme-miR-34-5p with sequence UGGCAGUGUGGUUAGCUGGUUGUG. The protein sequence of the target gene is MKSALCSRFFILLPWILIVIIMLDVDPRRPAPQLTSRPYFSPHAVGCGGSRVPLRRSSPGRDAAEKRNESRPQLQPEPRLPTIYAITPTYSRPVQKAELTRLANTFRQVAQLHWILVEDRATRSELVSSFLARAGLPNTHLHVPTPRRYKRPWLPRATEQRNAGLAWLRQRHQHQSAQPGVLFFADDDNTYSLELFQEMRTTRKVSVWPVGLVGGRRYERPLVKNGKVVGWYTGWREDRPFAIDMAGFAVSLQVILSNPKAVFKRRGSQPGMQESDFLKQITTVEELEPKASNCTKVLVW.... Result: 0 (no interaction). (2) The miRNA is hsa-miR-1227-5p with sequence GUGGGGCCAGGCGGUGG. The protein sequence of the target gene is MWRRKHPRTSGGTRGVLSGNRGVEYGSGRGHLGTFEGRWRKLPKMPEAVGTDPSTSRKMAELEEVTLDGKPLQALRVTDLKAALEQRGLAKSGQKSALVKRLKGALMLENLQKHSTPHAAFQPNSQIGEEMSQNSFIKQYLEKQQELLRQRLEREAREAAELEEASAESEDEMIHPEGVASLLPPDFQSSLERPELELSRHSPRKSSSISEEKGDSDDEKPRKGERRSSRVRQARAAKLSEGSQPAEEEEDQETPSRNLRVRADRNLKTEEEEEEEEEEEEDDEEEEGDDEGQKSREAPI.... Result: 1 (interaction). (3) The miRNA is mmu-miR-467b-5p with sequence GUAAGUGCCUGCAUGUAUAUG. The protein sequence of the target gene is MATPWRRALLMILASQVVTLVKCLEDDDVPEEWLLLHVVQGQIGAGNYSYLRLNHEGKIILRMQSLRGDADLYVSDSTPHPSFDDYELQSVTCGQDVVSIPAHFQRPVGIGIYGHPSHHESDFEMRVYYDRTVDQYPFGEAAYFTDPTGASQQQAYAPEEAAQEEESVLWTILISILKLVLEILF. Result: 0 (no interaction). (4) The miRNA is hsa-miR-5584-3p with sequence UAGUUCUUCCCUUUGCCCAAUU. The protein sequence of the target gene is MAESPAFLSAKDEGSFAYLTIKDRTPQILTKVIDTLHRHKSEFFEKHGEEGIEAEKKAISLLSKLRNELQTDKPITPLVDKCVDTHIWNQYLEYQRSLLNEGDGEPRWFFSPWLFVECYMYRRIHEAIMQSPPIHDFDVFKESKEENFFESQGSIDALCSHLLQLKPVKGLREEQIQDEFFKLLQISLWGNKCDLSLSGGESSSQKANIINCLQDLKPFILINDTESLWALLSKLKKTVETPVVRVDIVLDNSGFELITDLVLADFLFSSELATEIHFHGKSIPWFVSDVTEHDFNWIVE.... Result: 0 (no interaction). (5) The miRNA is mmu-miR-17-3p with sequence ACUGCAGUGAGGGCACUUGUAG. The protein sequence of the target gene is MCSYYHMKKRSVSGCNITIFAVMFSHLSAGKSPCGNQANVLCISRLEFVQYQS. Result: 0 (no interaction).